Dataset: Catalyst prediction with 721,799 reactions and 888 catalyst types from USPTO. Task: Predict which catalyst facilitates the given reaction. (1) Reactant: Cl[C:2]1[CH:7]=[C:6]([O:8][CH:9]([C:14]2[CH:19]=[CH:18][C:17]([F:20])=[C:16]([F:21])[CH:15]=2)[C:10]([F:13])([F:12])[F:11])[N:5]=[CH:4]N=1.B([C:25]1[CH:36]=[CH:35][C:28]([CH2:29][C@@H:30]([C:32]([OH:34])=[O:33])[NH2:31])=[CH:27][CH:26]=1)(O)O.[C:37](#N)C.C(=O)([O-])[O-].[Na+].[Na+]. Product: [NH2:31][CH:30]([CH2:29][C:28]1[CH:35]=[CH:36][C:25]([C:2]2[CH:7]=[C:6]([O:8][CH:9]([C:14]3[CH:19]=[CH:18][C:17]([F:20])=[C:16]([F:21])[CH:15]=3)[C:10]([F:13])([F:12])[F:11])[N:5]=[CH:4][CH:37]=2)=[CH:26][CH:27]=1)[C:32]([OH:34])=[O:33]. The catalyst class is: 189. (2) Reactant: [Na].[CH2:2]([O:4][C:5]1[N:9]([CH2:10][C:11]2[CH:16]=[CH:15][C:14]([C:17]3[CH:22]=[CH:21][CH:20]=[CH:19][C:18]=3[C:23](=[N:25][OH:26])[NH2:24])=[CH:13][CH:12]=2)[C:8]2[C:27]([C:31]([OH:33])=[O:32])=[CH:28][CH:29]=[CH:30][C:7]=2[N:6]=1)[CH3:3].Cl[CH2:35][C:36]1[O:37][C:38](=[O:42])[O:39][C:40]=1[CH3:41].O. Product: [CH2:2]([O:4][C:5]1[N:9]([CH2:10][C:11]2[CH:12]=[CH:13][C:14]([C:17]3[CH:22]=[CH:21][CH:20]=[CH:19][C:18]=3[C:23](=[N:25][OH:26])[NH2:24])=[CH:15][CH:16]=2)[C:8]2[C:27]([C:31]([O:33][CH2:35][C:36]3[O:37][C:38](=[O:42])[O:39][C:40]=3[CH3:41])=[O:32])=[CH:28][CH:29]=[CH:30][C:7]=2[N:6]=1)[CH3:3]. The catalyst class is: 9. (3) Reactant: [NH2:1][C@@H:2]1[CH2:7][CH2:6][C@H:5]([CH2:8][C:9]([NH:11][C:12]2[CH:17]=[C:16]([C:18]([F:21])([F:20])[F:19])[CH:15]=[C:14]([C:22]([F:25])([F:24])[F:23])[CH:13]=2)=[O:10])[CH2:4][CH2:3]1.Br[CH2:27][C:28](=[O:33])[C:29]([CH3:32])([CH3:31])[CH3:30]. Product: [F:25][C:22]([F:23])([F:24])[C:14]1[CH:13]=[C:12]([NH:11][C:9](=[O:10])[CH2:8][C@H:5]2[CH2:4][CH2:3][C@@H:2]([NH:1][CH2:27][C:28](=[O:33])[C:29]([CH3:32])([CH3:31])[CH3:30])[CH2:7][CH2:6]2)[CH:17]=[C:16]([C:18]([F:19])([F:20])[F:21])[CH:15]=1. The catalyst class is: 210. (4) Reactant: Cl[C:2]1[N:7]=[C:6]([C:8]2[CH:13]=[CH:12][CH:11]=[CH:10][N:9]=2)[CH:5]=[CH:4][N:3]=1.[NH:14]1[CH2:19][CH2:18][CH:17]([NH:20][S:21]([CH3:24])(=[O:23])=[O:22])[CH2:16][CH2:15]1.CCN(CC)CC.CCOC(C)=O. Product: [N:9]1[CH:10]=[CH:11][CH:12]=[CH:13][C:8]=1[C:6]1[CH:5]=[CH:4][N:3]=[C:2]([N:14]2[CH2:15][CH2:16][CH:17]([NH:20][S:21]([CH3:24])(=[O:22])=[O:23])[CH2:18][CH2:19]2)[N:7]=1. The catalyst class is: 23. (5) Product: [CH2:11]([O:13][C:14](=[O:30])[CH2:15][O:16][C:17]1[CH:22]=[C:21]([CH:23]2[CH2:28][CH2:27][CH2:26][N:25]([C:48]([C:47]3[S:46][C:45]([C:51]4[CH:52]=[CH:53][C:54]([C:57]([F:60])([F:58])[F:59])=[CH:55][CH:56]=4)=[N:44][C:43]=3[CH3:42])=[O:49])[CH2:24]2)[CH:20]=[CH:19][C:18]=1[CH3:29])[CH3:12]. Reactant: C(O)(=O)[C@@H]([C@H](C(O)=O)O)O.[CH2:11]([O:13][C:14](=[O:30])[CH2:15][O:16][C:17]1[CH:22]=[C:21]([CH:23]2[CH2:28][CH2:27][CH2:26][NH:25][CH2:24]2)[CH:20]=[CH:19][C:18]=1[CH3:29])[CH3:12].CN(C)CCCN=C=NCC.[CH3:42][C:43]1[N:44]=[C:45]([C:51]2[CH:56]=[CH:55][C:54]([C:57]([F:60])([F:59])[F:58])=[CH:53][CH:52]=2)[S:46][C:47]=1[C:48](O)=[O:49]. The catalyst class is: 698. (6) The catalyst class is: 3. Product: [C:61]([O:60][C:59](=[O:65])[CH2:58][N:54]1[CH:55]=[CH:56][N:57]=[C:53]1[CH2:52][N:51]([CH2:66][C:67]1[N:68]([CH2:72][C:73](=[O:74])[O:75][C:76]([CH3:79])([CH3:78])[CH3:77])[CH:69]=[CH:70][N:71]=1)[CH2:50][CH2:49][CH2:48][CH2:47][C@H:43]([NH:42][C:10](=[O:11])[CH2:9][CH2:8][C@@H:7]([C:6]([O:5][C:1]([CH3:4])([CH3:3])[CH3:2])=[O:41])[NH:20][C:21](=[O:40])[NH:22][C@H:23]([C:24]([O:26][C:27]([CH3:28])([CH3:29])[CH3:30])=[O:25])[CH2:31][CH2:32][C:33](=[O:34])[O:35][C:36]([CH3:39])([CH3:38])[CH3:37])[C:44]([OH:46])=[O:45])([CH3:62])([CH3:64])[CH3:63]. Reactant: [C:1]([O:5][C:6](=[O:41])[C@@H:7]([NH:20][C:21](=[O:40])[NH:22][C@@H:23]([CH2:31][CH2:32][C:33]([O:35][C:36]([CH3:39])([CH3:38])[CH3:37])=[O:34])[C:24]([O:26][C:27]([CH3:30])([CH3:29])[CH3:28])=[O:25])[CH2:8][CH2:9][C:10](ON1C(=O)CCC1=O)=[O:11])([CH3:4])([CH3:3])[CH3:2].[NH2:42][C@@H:43]([CH2:47][CH2:48][CH2:49][CH2:50][N:51]([CH2:66][C:67]1[N:68]([CH2:72][C:73]([O:75][C:76]([CH3:79])([CH3:78])[CH3:77])=[O:74])[CH:69]=[CH:70][N:71]=1)[CH2:52][C:53]1[N:54]([CH2:58][C:59](=[O:65])[O:60][C:61]([CH3:64])([CH3:63])[CH3:62])[CH:55]=[CH:56][N:57]=1)[C:44]([OH:46])=[O:45].CCN(C(C)C)C(C)C.